Regression. Given a peptide amino acid sequence and an MHC pseudo amino acid sequence, predict their binding affinity value. This is MHC class II binding data. From a dataset of Peptide-MHC class II binding affinity with 134,281 pairs from IEDB. (1) The peptide sequence is YDKFLMNVSTVLTGK. The MHC is DRB1_1602 with pseudo-sequence DRB1_1602. The binding affinity (normalized) is 0.773. (2) The peptide sequence is SDYVYEPFPKRVWEQ. The MHC is HLA-DPA10103-DPB10201 with pseudo-sequence HLA-DPA10103-DPB10201. The binding affinity (normalized) is 0.670. (3) The peptide sequence is APANPGLIIGAL. The MHC is DRB1_1501 with pseudo-sequence DRB1_1501. The binding affinity (normalized) is 0.218. (4) The peptide sequence is DVLFRLENHAETLRA. The MHC is DRB1_1101 with pseudo-sequence DRB1_1101. The binding affinity (normalized) is 0.516. (5) The peptide sequence is TVTVFKIPKKASEGA. The MHC is DRB1_1201 with pseudo-sequence DRB1_1201. The binding affinity (normalized) is 0.220.